This data is from Reaction yield outcomes from USPTO patents with 853,638 reactions. The task is: Predict the reaction yield, written as a fraction of the theoretical maximum amount of product (1.0 means a 100% yield; for example, 0.34 means a 34% yield). The reactants are [N+]([C:4]1[CH:11]=[CH:10][CH:9]=[C:8]([N+:12]([O-:14])=[O:13])[C:5]=1[C:6]#[N:7])([O-])=O.[OH:15][CH2:16][C@@H:17]1[CH2:21][CH2:20][CH2:19][N:18]1[C:22]([O:24][C:25]([CH3:28])([CH3:27])[CH3:26])=[O:23]. No catalyst specified. The product is [C:6]([C:5]1[C:8]([N+:12]([O-:14])=[O:13])=[CH:9][CH:10]=[CH:11][C:4]=1[O:15][CH2:16][C@@H:17]1[CH2:21][CH2:20][CH2:19][N:18]1[C:22]([O:24][C:25]([CH3:28])([CH3:27])[CH3:26])=[O:23])#[N:7]. The yield is 0.890.